From a dataset of Forward reaction prediction with 1.9M reactions from USPTO patents (1976-2016). Predict the product of the given reaction. (1) Given the reactants [OH:1][CH2:2][CH:3]1[CH2:8][CH2:7][CH2:6][CH:5]([NH:9][C:10](=[O:16])[O:11][C:12]([CH3:15])([CH3:14])[CH3:13])[CH2:4]1.C(N(CC)CC)C.C1C=CN=CC=1.O=S(=O)=O, predict the reaction product. The product is: [CH:2]([CH:3]1[CH2:8][CH2:7][CH2:6][CH:5]([NH:9][C:10](=[O:16])[O:11][C:12]([CH3:14])([CH3:13])[CH3:15])[CH2:4]1)=[O:1]. (2) Given the reactants [NH:1]1[C:9]2[C:4](=[CH:5][CH:6]=[CH:7][CH:8]=2)[C:3]([CH2:10][C@@H:11]([CH3:29])[CH2:12][C:13]2(O)[CH2:18][CH2:17][C:16]([N:25]([CH3:27])[CH3:26])([C:19]3[CH:24]=[CH:23][CH:22]=[CH:21][CH:20]=3)[CH2:15][CH2:14]2)=[CH:2]1.C[Si](OS(C(F)(F)F)(=O)=O)(C)C.ClCCl, predict the reaction product. The product is: [CH3:26][N:25]([CH3:27])[C:16]1([C:19]2[CH:24]=[CH:23][CH:22]=[CH:21][CH:20]=2)[CH2:17][CH2:18][C:13]2([C:2]3[NH:1][C:9]4[C:4](=[CH:5][CH:6]=[CH:7][CH:8]=4)[C:3]=3[CH2:10][C@@H:11]([CH3:29])[CH2:12]2)[CH2:14][CH2:15]1.